Dataset: Full USPTO retrosynthesis dataset with 1.9M reactions from patents (1976-2016). Task: Predict the reactants needed to synthesize the given product. Given the product [F:20][C:21]1[CH:22]=[CH:23][C:24]([O:29][CH3:30])=[C:25]([CH:28]=1)[CH2:26][NH:19][C:14]1[CH:13]=[CH:12][C:11]2[C:16](=[CH:17][CH:18]=[C:9]([NH:8][CH2:7][C:3]3[CH:2]=[N:1][CH:6]=[CH:5][CH:4]=3)[CH:10]=2)[N:15]=1, predict the reactants needed to synthesize it. The reactants are: [N:1]1[CH:6]=[CH:5][CH:4]=[C:3]([CH2:7][NH:8][C:9]2[CH:10]=[C:11]3[C:16](=[CH:17][CH:18]=2)[N:15]=[C:14]([NH2:19])[CH:13]=[CH:12]3)[CH:2]=1.[F:20][C:21]1[CH:22]=[CH:23][C:24]([O:29][CH3:30])=[C:25]([CH:28]=1)[CH:26]=O.C(O)(=O)C.C(O[BH-](OC(=O)C)OC(=O)C)(=O)C.[Na+].